Task: Predict which catalyst facilitates the given reaction.. Dataset: Catalyst prediction with 721,799 reactions and 888 catalyst types from USPTO (1) Reactant: [CH3:1][O:2][C:3]1[CH:4]=[C:5]2[C:10](=[CH:11][C:12]=1[O:13][CH3:14])[N:9]=[CH:8][CH:7]=[C:6]2[CH2:15][N:16]1[CH2:21][CH2:20][CH:19]([NH:22]C(=O)OC(C)(C)C)[CH2:18][CH2:17]1.C(O)(C(F)(F)F)=O. Product: [CH3:1][O:2][C:3]1[CH:4]=[C:5]2[C:10](=[CH:11][C:12]=1[O:13][CH3:14])[N:9]=[CH:8][CH:7]=[C:6]2[CH2:15][N:16]1[CH2:17][CH2:18][CH:19]([NH2:22])[CH2:20][CH2:21]1. The catalyst class is: 2. (2) Reactant: Cl.Cl.O.[NH2:4][CH2:5][C:6]1[C:7](=[O:12])[NH:8][NH:9][C:10]=1[CH3:11].C(Cl)Cl.CCN(C(C)C)C(C)C.[CH3:25][C:26]([O:29][C:30](O[C:30]([O:29][C:26]([CH3:28])([CH3:27])[CH3:25])=[O:31])=[O:31])([CH3:28])[CH3:27]. Product: [CH3:11][C:10]1[NH:9][NH:8][C:7](=[O:12])[C:6]=1[CH2:5][NH:4][C:30](=[O:31])[O:29][C:26]([CH3:28])([CH3:27])[CH3:25]. The catalyst class is: 5.